This data is from M1 muscarinic receptor agonist screen with 61,833 compounds. The task is: Binary Classification. Given a drug SMILES string, predict its activity (active/inactive) in a high-throughput screening assay against a specified biological target. (1) The compound is S(=O)(=O)(N(c1cc2OCOc2cc1)CC(=O)Nc1c(C(=O)NC(C)C)cccc1)C. The result is 0 (inactive). (2) The compound is FC(F)(F)C1n2[nH]c(cc2=NC(C1)c1cc(OC)c(OC)cc1)C(O)=O. The result is 0 (inactive). (3) The drug is s1c2ncn(c(=O)c2c(c1C(O)=O)C)C. The result is 0 (inactive). (4) The compound is Brc1ccc(c2nc(S(=O)C)c(c(c2)c2ccccc2)C#N)cc1. The result is 0 (inactive). (5) The compound is O=c1n(c2c(c(=O)n1CCC(=O)NCc1occc1)cccc2)Cc1nc2n(c(=O)c1)c(ccc2)C. The result is 0 (inactive). (6) The molecule is o1c(nnc1N)c1c(nn(c1)c1ccccc1)c1ccccc1. The result is 0 (inactive). (7) The drug is S1c2c(N(c3c1cccc3)C(=O)CCCN)cccc2. The result is 0 (inactive). (8) The molecule is O=C(NCc1ccc(cc1)C)CCc1c(n2ncnc2nc1C)C. The result is 0 (inactive). (9) The drug is O(P(=O)(C(O)c1ccncc1)c1ccc(N(C)C)cc1)CC(C)C. The result is 0 (inactive).